Dataset: Catalyst prediction with 721,799 reactions and 888 catalyst types from USPTO. Task: Predict which catalyst facilitates the given reaction. (1) Reactant: [CH3:1][C:2]1[CH:10]=[CH:9][CH:8]=[C:7]([CH3:11])[C:3]=1[C:4]([OH:6])=[O:5].[F:12][C:13]([F:20])([F:19])[C:14]([NH:16][CH2:17]O)=[O:15]. Product: [F:12][C:13]([F:20])([F:19])[C:14]([NH:16][CH2:17][C:10]1[C:2]([CH3:1])=[C:3]([C:7]([CH3:11])=[CH:8][CH:9]=1)[C:4]([OH:6])=[O:5])=[O:15]. The catalyst class is: 82. (2) Reactant: [CH2:1]([C:3]1[N:13]([CH2:14][C:15]2[CH:20]=[CH:19][C:18]([O:21]C)=[CH:17][CH:16]=2)[C:6]2=[N:7][C:8]([CH3:12])=[CH:9][C:10]([CH3:11])=[C:5]2[N:4]=1)[CH3:2].B(Br)(Br)Br.C([O-])(O)=O.[Na+]. Product: [CH2:1]([C:3]1[N:13]([CH2:14][C:15]2[CH:16]=[CH:17][C:18]([OH:21])=[CH:19][CH:20]=2)[C:6]2=[N:7][C:8]([CH3:12])=[CH:9][C:10]([CH3:11])=[C:5]2[N:4]=1)[CH3:2]. The catalyst class is: 2. (3) Reactant: [NH2:1][C:2]1[CH:3]=[C:4]([N:8]([CH2:18][C:19]2[CH:24]=[CH:23][CH:22]=[CH:21][CH:20]=2)[S:9]([C:12]2[CH:17]=[CH:16][CH:15]=[CH:14][CH:13]=2)(=[O:11])=[O:10])[CH:5]=[CH:6][CH:7]=1.[CH3:25][N:26]1[C:30]([C:31](O)=[O:32])=[CH:29][N:28]=[CH:27]1.Cl.CN(C)CCCN=C=NCC.SC1SC2C=CC=CC=2N=1.C(N(CC)CC)C. Product: [C:12]1([S:9]([N:8]([CH2:18][C:19]2[CH:20]=[CH:21][CH:22]=[CH:23][CH:24]=2)[C:4]2[CH:3]=[C:2]([NH:1][C:31]([C:30]3[N:26]([CH3:25])[CH:27]=[N:28][CH:29]=3)=[O:32])[CH:7]=[CH:6][CH:5]=2)(=[O:11])=[O:10])[CH:17]=[CH:16][CH:15]=[CH:14][CH:13]=1. The catalyst class is: 10. (4) Reactant: Br[C:2]1[CH:12]=[CH:11][C:5]2[NH:6][C:7]([CH2:9][CH3:10])=[N:8][C:4]=2[C:3]=1[Cl:13].[C:14]([Cu])#[N:15]. Product: [Cl:13][C:3]1[C:4]2[N:8]=[C:7]([CH2:9][CH3:10])[NH:6][C:5]=2[CH:11]=[CH:12][C:2]=1[C:14]#[N:15]. The catalyst class is: 37. (5) Reactant: Br[CH:2]([C:4]1[N:8]([CH3:9])[N:7]([C:10]2[CH:15]=[CH:14][C:13]([O:16][C:17]([F:20])([F:19])[F:18])=[CH:12][CH:11]=2)[C:6](=[O:21])[C:5]=1[Cl:22])[CH3:3].[Cl:23][C:24]1[CH:25]=[CH:26][C:27]([O:36][CH3:37])=[C:28]([N:30]2[CH2:35][CH2:34][NH:33][CH2:32][CH2:31]2)[CH:29]=1.C(=O)([O-])[O-].[K+].[K+]. Product: [Cl:22][C:5]1[C:6](=[O:21])[N:7]([C:10]2[CH:15]=[CH:14][C:13]([O:16][C:17]([F:20])([F:19])[F:18])=[CH:12][CH:11]=2)[N:8]([CH3:9])[C:4]=1[CH:2]([N:33]1[CH2:32][CH2:31][N:30]([C:28]2[CH:29]=[C:24]([Cl:23])[CH:25]=[CH:26][C:27]=2[O:36][CH3:37])[CH2:35][CH2:34]1)[CH3:3]. The catalyst class is: 10. (6) Product: [Br:20][CH2:1][C:2]1[CH:3]=[C:4]([C:9]([F:12])([F:10])[F:11])[C:5](=[O:8])[NH:6][N:7]=1. The catalyst class is: 340. Reactant: [CH3:1][C:2]1[CH:3]=[C:4]([C:9]([F:12])([F:11])[F:10])[C:5](=[O:8])[NH:6][N:7]=1.C1C(=O)N([Br:20])C(=O)C1. (7) Reactant: Br[CH2:2][CH2:3][C:4]#[C:5][Si:6]([CH3:9])([CH3:8])[CH3:7].[NH:10]1[C:18]2[C:13](=[CH:14][CH:15]=[CH:16][CH:17]=2)[CH:12]=[N:11]1.C([O-])([O-])=O.[K+].[K+].C[Si](C)(C)C#CCCN1C2C(=CC=CC=2)C=N1. Product: [CH3:7][Si:6]([CH3:9])([CH3:8])[C:5]#[C:4][CH2:3][CH2:2][N:11]1[CH:12]=[C:13]2[C:18]([CH:17]=[CH:16][CH:15]=[CH:14]2)=[N:10]1. The catalyst class is: 95.